Dataset: Reaction yield outcomes from USPTO patents with 853,638 reactions. Task: Predict the reaction yield, written as a fraction of the theoretical maximum amount of product (1.0 means a 100% yield; for example, 0.34 means a 34% yield). The product is [F:25][C:26]1[CH:27]=[N:28][CH:29]=[CH:30][C:31]=1[C:32]([N:21]1[CH2:22][CH2:23][CH2:24][C@H:19]([C:17]2[O:16][N:15]=[C:14]([C:11]3[NH:12][CH:13]=[C:9]([CH3:8])[CH:10]=3)[N:18]=2)[CH2:20]1)=[O:33]. No catalyst specified. The reactants are FC(F)(F)C(O)=O.[CH3:8][C:9]1[CH:10]=[C:11]([C:14]2[N:18]=[C:17]([C@H:19]3[CH2:24][CH2:23][CH2:22][NH:21][CH2:20]3)[O:16][N:15]=2)[NH:12][CH:13]=1.[F:25][C:26]1[CH:27]=[N:28][CH:29]=[CH:30][C:31]=1[C:32](O)=[O:33]. The yield is 0.650.